Dataset: Full USPTO retrosynthesis dataset with 1.9M reactions from patents (1976-2016). Task: Predict the reactants needed to synthesize the given product. (1) Given the product [CH2:24]([C:27]1[CH:32]=[C:31]([O:33][CH3:34])[C:30]([OH:35])=[C:29]([N:18]=[N:7][C:6]2[CH:8]=[C:2]([Cl:1])[CH:3]=[CH:4][C:5]=2[N+:9]([O-:11])=[O:10])[CH:28]=1)[CH:25]=[CH2:26], predict the reactants needed to synthesize it. The reactants are: [Cl:1][C:2]1[CH:3]=[CH:4][C:5]([N+:9]([O-:11])=[O:10])=[C:6]([CH:8]=1)[NH2:7].Cl.N([O-])=O.[Na+].S(=O)(=O)(O)[NH2:18].[OH-].[Na+].[CH2:24]([C:27]1[CH:32]=[C:31]([O:33][CH3:34])[C:30]([OH:35])=[C:29](CO)[CH:28]=1)[CH:25]=[CH2:26]. (2) The reactants are: [OH:1][CH2:2][C@@H:3]1[CH2:5][C@H:4]1[C:6]#[C:7][C:8]#[C:9][C:10]1[CH:18]=[CH:17][C:13]([C:14]([OH:16])=O)=[CH:12][CH:11]=1.CN(C([O:26]N1N=NC2C=CC=NC1=2)=[N+](C)C)C.F[P-](F)(F)(F)(F)F.[CH3:43][O:44][C:45](=[O:59])[C@@H:46]([NH2:58])[C:47]([NH:50][C:51]([O:53][C:54]([CH3:57])([CH3:56])[CH3:55])=[O:52])([CH3:49])[CH3:48].CCN([CH:66]([CH3:68])C)C(C)C. Given the product [CH3:43][O:44][C:45](=[O:59])[C@@H:46]([NH:58][C:14](=[O:16])[C:13]1[CH:12]=[CH:11][C:10]([C:9]#[C:8][C:7]#[C:6][C@@H:4]2[CH2:5][C@H:3]2[CH2:2][O:1][C:66](=[O:26])[CH3:68])=[CH:18][CH:17]=1)[C:47]([NH:50][C:51]([O:53][C:54]([CH3:57])([CH3:56])[CH3:55])=[O:52])([CH3:49])[CH3:48], predict the reactants needed to synthesize it. (3) Given the product [CH:1]1([C:12]([CH:18]2[CH2:17][CH2:21]2)([C:10]2[S:11][C:7]([SH:6])=[N:8][N:9]=2)[OH:14])[CH2:3][CH2:2]1, predict the reactants needed to synthesize it. The reactants are: [CH:1]1([Mg]Br)[CH2:3][CH2:2]1.[SH:6][C:7]1[S:11][C:10]([C:12]([O:14]CC)=O)=[N:9][N:8]=1.[CH2:17]1[CH2:21]OC[CH2:18]1. (4) The reactants are: Cl[C:2]1[C:11]2[N:12]=[C:13]([N:20]([CH3:24])[CH2:21][CH2:22][CH3:23])[N:14]([CH2:15][C:16]([CH3:19])([OH:18])[CH3:17])[C:10]=2[C:9]2[CH:8]=[CH:7][CH:6]=[CH:5][C:4]=2[N:3]=1.[N-:25]=[N+:26]=[N-:27].[Na+].O. Given the product [N:25]([C:2]1[C:11]2[N:12]=[C:13]([N:20]([CH3:24])[CH2:21][CH2:22][CH3:23])[N:14]([CH2:15][C:16]([CH3:19])([OH:18])[CH3:17])[C:10]=2[C:9]2[CH:8]=[CH:7][CH:6]=[CH:5][C:4]=2[N:3]=1)=[N+:26]=[N-:27], predict the reactants needed to synthesize it. (5) The reactants are: Br[C:2]1[CH:8]=[CH:7][C:5]([NH2:6])=[CH:4][C:3]=1[Cl:9].[F:10][C:11]([F:22])([F:21])[C:12]1[CH:17]=[CH:16][C:15](B(O)O)=[CH:14][CH:13]=1.C([O-])([O-])=O.[Na+].[Na+]. Given the product [Cl:9][C:3]1[CH:4]=[C:5]([NH2:6])[CH:7]=[CH:8][C:2]=1[C:15]1[CH:16]=[CH:17][C:12]([C:11]([F:22])([F:21])[F:10])=[CH:13][CH:14]=1, predict the reactants needed to synthesize it. (6) Given the product [NH2:1][C:2]1[N:3]=[CH:4][C:5]([C:21]2[CH:22]=[CH:23][C:24]([C:25]([N:27]([CH3:29])[CH3:28])=[O:26])=[CH:30][CH:31]=2)=[N:6][C:7]=1[C:8]1[O:9][C:10]([C:13]2[CH:18]=[CH:17][CH:16]=[CH:15][C:14]=2[CH2:19][CH3:20])=[N:11][N:12]=1, predict the reactants needed to synthesize it. The reactants are: [NH2:1][C:2]1[N:3]=[CH:4][C:5]([C:21]2[CH:31]=[CH:30][C:24]([C:25]([N:27]([CH3:29])[CH3:28])=[O:26])=[CH:23][CH:22]=2)=[N:6][C:7]=1[C:8]1[O:9][C:10]([C:13]2[CH:18]=[CH:17][CH:16]=[CH:15][C:14]=2[CH:19]=[CH2:20])=[N:11][N:12]=1. (7) The reactants are: [F:1][C:2]([F:34])([F:33])[C:3]1[CH:28]=[C:27]([C:29]([F:32])([F:31])[F:30])[CH:26]=[CH:25][C:4]=1[CH2:5][N:6]1[C:14]2[C:9](=[CH:10][C:11]([CH:15]=[C:16]3[S:20][C:19](SCC)=[N:18][C:17]3=[O:24])=[CH:12][CH:13]=2)[CH:8]=[N:7]1.[C:35]([O:39][C:40]([N:42]1[CH2:47][CH2:46][NH:45][CH2:44][C@H:43]1[CH2:48][OH:49])=[O:41])([CH3:38])([CH3:37])[CH3:36]. Given the product [C:35]([O:39][C:40]([N:42]1[CH2:47][CH2:46][N:45]([C:19]2[S:20][C:16](=[CH:15][C:11]3[CH:10]=[C:9]4[C:14](=[CH:13][CH:12]=3)[N:6]([CH2:5][C:4]3[CH:25]=[CH:26][C:27]([C:29]([F:31])([F:32])[F:30])=[CH:28][C:3]=3[C:2]([F:1])([F:34])[F:33])[N:7]=[CH:8]4)[C:17](=[O:24])[N:18]=2)[CH2:44][C@H:43]1[CH2:48][OH:49])=[O:41])([CH3:38])([CH3:37])[CH3:36], predict the reactants needed to synthesize it. (8) Given the product [C:3]([O:7][C:8]([C:10]1[CH:11]=[CH:12][C:13]([CH3:36])=[C:14]([C:16]2[CH:17]=[C:18]3[C:24]([C:25]([OH:27])=[O:26])=[C:23]([C:29]4[CH:30]=[CH:31][C:32]([F:35])=[CH:33][CH:34]=4)[O:22][C:19]3=[N:20][CH:21]=2)[CH:15]=1)=[O:9])([CH3:6])([CH3:5])[CH3:4], predict the reactants needed to synthesize it. The reactants are: [OH-].[Na+].[C:3]([O:7][C:8]([C:10]1[CH:11]=[CH:12][C:13]([CH3:36])=[C:14]([C:16]2[CH:17]=[C:18]3[C:24]([C:25]([O:27]C)=[O:26])=[C:23]([C:29]4[CH:34]=[CH:33][C:32]([F:35])=[CH:31][CH:30]=4)[O:22][C:19]3=[N:20][CH:21]=2)[CH:15]=1)=[O:9])([CH3:6])([CH3:5])[CH3:4].